This data is from Full USPTO retrosynthesis dataset with 1.9M reactions from patents (1976-2016). The task is: Predict the reactants needed to synthesize the given product. The reactants are: [CH2:1]([C:4]1[CH:9]=[CH:8][C:7]([C:10]2[O:14][N:13]=[C:12]3[C:15]4[C:20]([CH2:21][CH2:22][C:11]=23)=[CH:19][C:18]([OH:23])=[CH:17][CH:16]=4)=[CH:6][CH:5]=1)[CH2:2][CH3:3].C(=O)([O-])[O-].[K+].[K+].CC1C=CC(S([O:40][CH2:41][C@H:42]2[CH2:46]OC(C)(C)[O:43]2)(=O)=O)=CC=1.Cl. Given the product [CH2:1]([C:4]1[CH:9]=[CH:8][C:7]([C:10]2[O:14][N:13]=[C:12]3[C:15]4[C:20]([CH2:21][CH2:22][C:11]=23)=[CH:19][C:18]([O:23][CH2:46][C@H:42]([OH:43])[CH2:41][OH:40])=[CH:17][CH:16]=4)=[CH:6][CH:5]=1)[CH2:2][CH3:3], predict the reactants needed to synthesize it.